From a dataset of Reaction yield outcomes from USPTO patents with 853,638 reactions. Predict the reaction yield, written as a fraction of the theoretical maximum amount of product (1.0 means a 100% yield; for example, 0.34 means a 34% yield). (1) The reactants are C([NH:4][OH:5])(=O)C.C([O-])([O-])=O.[K+].[K+].F[C:13]1[CH:20]=[CH:19][C:18]([N:21]2[C:25]3[C:26](=[O:43])[N:27]([C:30]4[CH:35]=[CH:34][C:33]([N:36]5[CH2:41][CH2:40][CH2:39][CH2:38][C:37]5=[O:42])=[CH:32][CH:31]=4)[CH2:28][CH2:29][C:24]=3[C:23]([C:44]([F:47])([F:46])[F:45])=[N:22]2)=[CH:17][C:14]=1[C:15]#[N:16].C(O)(C(F)(F)F)=O. The catalyst is CN(C=O)C.O. The product is [NH2:16][C:15]1[C:14]2[CH:17]=[C:18]([N:21]3[C:25]4[C:26](=[O:43])[N:27]([C:30]5[CH:35]=[CH:34][C:33]([N:36]6[CH2:41][CH2:40][CH2:39][CH2:38][C:37]6=[O:42])=[CH:32][CH:31]=5)[CH2:28][CH2:29][C:24]=4[C:23]([C:44]([F:46])([F:45])[F:47])=[N:22]3)[CH:19]=[CH:20][C:13]=2[O:5][N:4]=1. The yield is 0.670. (2) The reactants are Br[C:2]1[CH:3]=[CH:4][C:5]([N:8]2[CH2:12][CH2:11][CH:10]([NH:13][CH:14]3[CH2:19][CH2:18][CH2:17][CH2:16][CH2:15]3)[CH2:9]2)=[N:6][CH:7]=1.[Cl:20][C:21]1[CH:22]=[CH:23][C:24]([CH2:27][O:28][C:29]2[CH:34]=[CH:33][NH:32][C:31](=[O:35])[CH:30]=2)=[N:25][CH:26]=1.[Na+].[I-].C([O-])([O-])=O.[K+].[K+].[C@@H]1(N)CCCC[C@H]1N. The catalyst is O1CCOCC1.[Cu]I. The product is [Cl:20][C:21]1[CH:22]=[CH:23][C:24]([CH2:27][O:28][C:29]2[CH:34]=[CH:33][N:32]([C:2]3[CH:7]=[N:6][C:5]([N:8]4[CH2:12][CH2:11][CH:10]([NH:13][CH:14]5[CH2:19][CH2:18][CH2:17][CH2:16][CH2:15]5)[CH2:9]4)=[CH:4][CH:3]=3)[C:31](=[O:35])[CH:30]=2)=[N:25][CH:26]=1. The yield is 0.400. (3) The reactants are [I:1][C:2]1[C:10]([O:11][CH3:12])=[CH:9][CH:8]=[CH:7][C:3]=1[C:4]([OH:6])=[O:5].[CH3:13]O.S(=O)(=O)(O)O. The catalyst is O. The product is [I:1][C:2]1[C:10]([O:11][CH3:12])=[CH:9][CH:8]=[CH:7][C:3]=1[C:4]([O:6][CH3:13])=[O:5]. The yield is 0.900. (4) The reactants are [F:1][C:2]1[CH:3]=[C:4]([C:9]2[C:17]3[C:12](=[CH:13][C:14]([O:18][CH2:19][CH2:20][CH2:21][N:22]4[CH2:27][CH2:26][N:25](C(OC(C)(C)C)=O)[CH2:24][CH2:23]4)=[CH:15][CH:16]=3)[C:11](=[O:35])[C:10]=2[C:36]2[CH:37]=[N:38][CH:39]=[CH:40][CH:41]=2)[CH:5]=[C:6]([F:8])[CH:7]=1.FC(F)(F)C(O)=O.C(Cl)[Cl:50]. No catalyst specified. The product is [ClH:50].[F:1][C:2]1[CH:3]=[C:4]([C:9]2[C:17]3[C:12](=[CH:13][C:14]([O:18][CH2:19][CH2:20][CH2:21][N:22]4[CH2:27][CH2:26][NH:25][CH2:24][CH2:23]4)=[CH:15][CH:16]=3)[C:11](=[O:35])[C:10]=2[C:36]2[CH:37]=[N:38][CH:39]=[CH:40][CH:41]=2)[CH:5]=[C:6]([F:8])[CH:7]=1. The yield is 0.930. (5) The reactants are [CH2:1]([O:8][C:9]1[CH:17]=[C:16]([O:18][CH2:19][C:20]2[CH:25]=[CH:24][CH:23]=[CH:22][CH:21]=2)[C:15]([C:26]([CH3:28])=[CH2:27])=[CH:14][C:10]=1[C:11]([OH:13])=O)[C:2]1[CH:7]=[CH:6][CH:5]=[CH:4][CH:3]=1.Br.[OH:30][C:31]1[CH:39]=[CH:38][CH:37]=[C:36]2[C:32]=1[CH2:33][NH:34][CH2:35]2.Cl.C(N=C=NCCCN(C)C)C.ON1C2C=CC=CC=2N=N1.C(N(CC)CC)C. The catalyst is CN(C)C=O. The product is [CH2:1]([O:8][C:9]1[CH:17]=[C:16]([O:18][CH2:19][C:20]2[CH:21]=[CH:22][CH:23]=[CH:24][CH:25]=2)[C:15]([C:26]([CH3:28])=[CH2:27])=[CH:14][C:10]=1[C:11]([N:34]1[CH2:33][C:32]2[C:36](=[CH:37][CH:38]=[CH:39][C:31]=2[OH:30])[CH2:35]1)=[O:13])[C:2]1[CH:7]=[CH:6][CH:5]=[CH:4][CH:3]=1. The yield is 0.960.